Dataset: NCI-60 drug combinations with 297,098 pairs across 59 cell lines. Task: Regression. Given two drug SMILES strings and cell line genomic features, predict the synergy score measuring deviation from expected non-interaction effect. Drug 1: CC12CCC(CC1=CCC3C2CCC4(C3CC=C4C5=CN=CC=C5)C)O. Drug 2: CC(C1=C(C=CC(=C1Cl)F)Cl)OC2=C(N=CC(=C2)C3=CN(N=C3)C4CCNCC4)N. Cell line: NCI-H226. Synergy scores: CSS=5.47, Synergy_ZIP=-1.44, Synergy_Bliss=4.59, Synergy_Loewe=-0.256, Synergy_HSA=2.87.